From a dataset of Catalyst prediction with 721,799 reactions and 888 catalyst types from USPTO. Predict which catalyst facilitates the given reaction. (1) Reactant: [N:1]1[N:9]2[C:4]([CH2:5][O:6][CH2:7][CH2:8]2)=[CH:3][C:2]=1[CH:10]=O.[CH3:12][O:13][C:14]1[CH:15]=[C:16]([CH:18]=[CH:19][CH:20]=1)[NH2:17]. Product: [N:1]1[N:9]2[C:4]([CH2:5][O:6][CH2:7][CH2:8]2)=[CH:3][C:2]=1[CH:10]=[N:17][C:16]1[CH:18]=[CH:19][CH:20]=[C:14]([O:13][CH3:12])[CH:15]=1. The catalyst class is: 8. (2) Reactant: C(C1COC(=O)N1[C:14](=[O:46])[CH:15]([C:20]1[CH:21]=[C:22]([C:36]2[CH:41]=[CH:40][C:39]([C:42]([F:45])([F:44])[F:43])=[CH:38][CH:37]=2)[CH:23]=[C:24]([C:26]2[CH:31]=[CH:30][C:29]([C:32]([F:35])([F:34])[F:33])=[CH:28][CH:27]=2)[CH:25]=1)[CH2:16][CH:17]([CH3:19])[CH3:18])C1C=CC=CC=1.O[Li].[OH2:49].OO.[O-]S([O-])=O.[Na+].[Na+]. Product: [F:33][C:32]([F:34])([F:35])[C:29]1[CH:30]=[CH:31][C:26]([C:24]2[CH:25]=[C:20]([C@@H:15]([CH2:16][CH:17]([CH3:19])[CH3:18])[C:14]([OH:46])=[O:49])[CH:21]=[C:22]([C:36]3[CH:37]=[CH:38][C:39]([C:42]([F:45])([F:44])[F:43])=[CH:40][CH:41]=3)[CH:23]=2)=[CH:27][CH:28]=1. The catalyst class is: 20. (3) Reactant: [C:1](Cl)(=[O:8])[C:2]1[CH:7]=[CH:6][CH:5]=[CH:4][CH:3]=1.[NH2:10][C:11]1[N:15](C(OC(C)(C)C)=O)[N:14]=[C:13]([CH2:23][CH2:24][C:25]2[CH:30]=[C:29]([O:31][CH3:32])[CH:28]=[C:27]([O:33][CH3:34])[CH:26]=2)[CH:12]=1.N1C=CC=CC=1.C(O)(C(F)(F)F)=O. Product: [CH3:32][O:31][C:29]1[CH:30]=[C:25]([CH2:24][CH2:23][C:13]2[CH:12]=[C:11]([NH:10][C:1](=[O:8])[C:2]3[CH:7]=[CH:6][CH:5]=[CH:4][CH:3]=3)[NH:15][N:14]=2)[CH:26]=[C:27]([O:33][CH3:34])[CH:28]=1. The catalyst class is: 2. (4) Reactant: Br[CH:2]1[C:10]2([CH2:15][CH2:14][N:13]([C:16]([O:18][CH2:19][C:20]3[CH:25]=[CH:24][CH:23]=[CH:22][CH:21]=3)=[O:17])[CH2:12][CH2:11]2)[CH2:9][C:8]2[C:4](=[N:5][N:6]([C:26]([CH3:29])([CH3:28])[CH3:27])[CH:7]=2)[CH:3]1[O:30]C.CC(C)([O-])C.[K+].Cl. Product: [C:26]([N:6]1[CH:7]=[C:8]2[C:4]([C:3](=[O:30])[CH2:2][C:10]3([CH2:9]2)[CH2:15][CH2:14][N:13]([C:16]([O:18][CH2:19][C:20]2[CH:25]=[CH:24][CH:23]=[CH:22][CH:21]=2)=[O:17])[CH2:12][CH2:11]3)=[N:5]1)([CH3:29])([CH3:27])[CH3:28]. The catalyst class is: 30. (5) Reactant: [S:1]1[C:9]2[C:4](=[N:5][CH:6]=[CH:7][CH:8]=2)[N:3]=[C:2]1[O:10][C:11]1[CH:18]=[CH:17][C:14]([CH:15]=O)=[CH:13][CH:12]=1.[NH:19]1[CH2:24][CH2:23][O:22][CH:21]([CH2:25][OH:26])[CH2:20]1.C(O[BH-](OC(=O)C)OC(=O)C)(=O)C.[Na+]. Product: [S:1]1[C:9]2[C:4](=[N:5][CH:6]=[CH:7][CH:8]=2)[N:3]=[C:2]1[O:10][C:11]1[CH:18]=[CH:17][C:14]([CH2:15][N:19]2[CH2:24][CH2:23][O:22][CH:21]([CH2:25][OH:26])[CH2:20]2)=[CH:13][CH:12]=1. The catalyst class is: 26. (6) Reactant: [Cl:1][CH2:2][CH2:3][CH2:4][CH2:5][CH2:6][CH2:7][O:8][CH2:9][CH2:10][O:11][CH2:12][CH2:13][NH:14][C:15](=[O:55])[CH2:16][O:17][CH2:18][CH2:19][O:20][CH2:21][CH2:22][O:23][CH2:24][CH2:25][NH:26][C:27](=[O:54])[CH2:28][CH2:29][C:30]1[N:31]=[N:32][N:33]([CH2:35][CH2:36][O:37][CH2:38][CH2:39][O:40][CH2:41][CH2:42][O:43][CH2:44][CH2:45][NH:46]C(=O)OC(C)(C)C)[CH:34]=1.C(O)(C(F)(F)F)=O.C([O-])([O-])=O.[K+].[K+]. Product: [NH2:46][CH2:45][CH2:44][O:43][CH2:42][CH2:41][O:40][CH2:39][CH2:38][O:37][CH2:36][CH2:35][N:33]1[CH:34]=[C:30]([CH2:29][CH2:28][C:27]([NH:26][CH2:25][CH2:24][O:23][CH2:22][CH2:21][O:20][CH2:19][CH2:18][O:17][CH2:16][C:15](=[O:55])[NH:14][CH2:13][CH2:12][O:11][CH2:10][CH2:9][O:8][CH2:7][CH2:6][CH2:5][CH2:4][CH2:3][CH2:2][Cl:1])=[O:54])[N:31]=[N:32]1. The catalyst class is: 2.